The task is: Predict the reaction yield, written as a fraction of the theoretical maximum amount of product (1.0 means a 100% yield; for example, 0.34 means a 34% yield).. This data is from Reaction yield outcomes from USPTO patents with 853,638 reactions. (1) The reactants are [O:1]1[C:5]2=[N:6][CH:7]=[CH:8][CH:9]=[C:4]2[CH2:3][C@@:2]21[CH:14]1[CH2:15][CH2:16][N:11]([CH2:12][CH2:13]1)[CH2:10]2.[N+:17]([O-])([OH:19])=[O:18].O.C(=O)([O-])[O-].[K+].[K+]. The catalyst is S(=O)(=O)(O)O. The product is [N+:17]([C:8]1[CH:9]=[C:4]2[CH2:3][C@:2]3([CH:14]4[CH2:13][CH2:12][N:11]([CH2:16][CH2:15]4)[CH2:10]3)[O:1][C:5]2=[N:6][CH:7]=1)([O-:19])=[O:18]. The yield is 0.980. (2) The reactants are [OH:1][CH2:2][CH2:3][C:4]1([NH:7][C:8](=[O:14])[O:9][C:10]([CH3:13])([CH3:12])[CH3:11])[CH2:6][CH2:5]1.C(Cl)Cl.[OH2:18].CC#N. The catalyst is O. The product is [C:10]([O:9][C:8]([NH:7][C:4]1([CH2:3][C:2]([OH:18])=[O:1])[CH2:5][CH2:6]1)=[O:14])([CH3:11])([CH3:13])[CH3:12]. The yield is 0.900. (3) The product is [CH2:1]([O:3][C:4]([C:5]1[C:13]2[C:12](=[CH:17][C:16]([O:18][CH3:19])=[CH:15][CH:14]=2)[NH:11][C:6]=1[C:7]([F:10])([F:9])[F:8])=[O:21])[CH3:2]. The reactants are [CH2:1]([O:3][C:4](=[O:21])[CH:5]=[C:6]([NH:11][C:12]1[CH:17]=[C:16]([O:18][CH3:19])[CH:15]=[CH:14][C:13]=1I)[C:7]([F:10])([F:9])[F:8])[CH3:2].C1C=CC(P(C2C=CC=CC=2)C2C=CC=CC=2)=CC=1.C([O-])(O)=O.[Na+].CCOC(C)=O.O. The yield is 0.630. The catalyst is CN(C=O)C.CC([O-])=O.CC([O-])=O.[Pd+2]. (4) The reactants are [NH2:1][C:2]1[C:3](Br)=[CH:4][C:5]([F:16])=[C:6]([N:8]2[C:12](=[O:13])[N:11]([CH3:14])[C:10]([CH3:15])=[N:9]2)[CH:7]=1.CCO[C:21]([S-:23])=[S:22].[K+].Cl. The catalyst is CN(C)C=O. The product is [F:16][C:5]1[C:6]([N:8]2[C:12](=[O:13])[N:11]([CH3:14])[C:10]([CH3:15])=[N:9]2)=[CH:7][C:2]2[N:1]=[C:21]([SH:23])[S:22][C:3]=2[CH:4]=1. The yield is 0.750. (5) The reactants are [C:1]([O:4][CH:5]1[C:9]2[N:10]=[CH:11][N:12]=[C:13](Cl)[C:8]=2[C@H:7]([CH3:15])[CH2:6]1)(=[O:3])[CH3:2].[C:16]([N:23]1[CH2:28][CH2:27][NH:26][CH2:25][CH2:24]1)([O:18][C:19]([CH3:22])([CH3:21])[CH3:20])=[O:17]. The catalyst is CN1C(=O)CCC1.C(OCC)(=O)C. The product is [C:1]([O:4][CH:5]1[C:9]2[N:10]=[CH:11][N:12]=[C:13]([N:26]3[CH2:25][CH2:24][N:23]([C:16]([O:18][C:19]([CH3:22])([CH3:21])[CH3:20])=[O:17])[CH2:28][CH2:27]3)[C:8]=2[C@H:7]([CH3:15])[CH2:6]1)(=[O:3])[CH3:2]. The yield is 0.720. (6) The reactants are [CH3:1][O:2][C:3]1[CH:4]=[C:5]([CH2:9][CH2:10][NH:11][C:12](=[O:16])OCC)[CH:6]=[CH:7][CH:8]=1.O. The catalyst is CCOC(C)=O. The product is [CH3:1][O:2][C:3]1[CH:4]=[C:5]2[C:6](=[CH:7][CH:8]=1)[C:12](=[O:16])[NH:11][CH2:10][CH2:9]2. The yield is 0.680. (7) The reactants are C(NC(C)C)(C)C.C([Li])CCC.[S:13]1[CH:17]=[CH:16][CH:15]=[C:14]1[C:18]#[N:19].CN(C)[CH:22]=[O:23].C(O)(=O)CC(CC(O)=O)(C(O)=O)O. The catalyst is O1CCCC1.O. The product is [C:18]([C:14]1[S:13][C:17]([CH:22]=[O:23])=[CH:16][CH:15]=1)#[N:19]. The yield is 0.500. (8) The reactants are [N:1]([C@@H:4]1[C:12]2[C:7](=[CH:8][C:9]([Br:13])=[CH:10][CH:11]=2)[CH2:6][CH2:5]1)=[N+]=[N-].O.O.Cl[Sn]Cl. The catalyst is CO. The product is [Br:13][C:9]1[CH:8]=[C:7]2[C:12](=[CH:11][CH:10]=1)[C@@H:4]([NH2:1])[CH2:5][CH2:6]2. The yield is 0.900. (9) The reactants are Cl[C:2]1[C:11]2[CH2:10][CH2:9][CH2:8][CH2:7][C:6]=2[N:5]=[C:4]([C:12]2[CH:17]=[CH:16][CH:15]=[C:14]([Cl:18])[CH:13]=2)[N:3]=1.[NH2:19][C:20]1[CH:28]=[CH:27][C:23]([CH2:24][CH2:25][OH:26])=[CH:22][CH:21]=1. No catalyst specified. The product is [Cl:18][C:14]1[CH:13]=[C:12]([C:4]2[N:3]=[C:2]([NH:19][C:20]3[CH:28]=[CH:27][C:23]([CH2:24][CH2:25][OH:26])=[CH:22][CH:21]=3)[C:11]3[CH2:10][CH2:9][CH2:8][CH2:7][C:6]=3[N:5]=2)[CH:17]=[CH:16][CH:15]=1. The yield is 1.00.